From a dataset of Forward reaction prediction with 1.9M reactions from USPTO patents (1976-2016). Predict the product of the given reaction. (1) Given the reactants C([O:8][P:9]([CH2:19][C@H:20]([CH2:25][C@H:26]([F:31])[C:27]([O:29]C)=[O:28])[C:21]([O:23]C)=[O:22])([O:11]CC1C=CC=CC=1)=[O:10])C1C=CC=CC=1, predict the reaction product. The product is: [F:31][C@@H:26]([CH2:25][C@@H:20]([CH2:19][P:9]([OH:10])([OH:11])=[O:8])[C:21]([OH:23])=[O:22])[C:27]([OH:29])=[O:28]. (2) Given the reactants Br[C:2]1[CH:3]=[C:4]([N:9]2[CH:13]=[C:12]([C:14]3(O)[CH2:19][C:18]([CH3:21])([CH3:20])[O:17][C:16]([CH3:23])([CH3:22])[CH2:15]3)[N:11]=[C:10]2[C:25]2[CH:30]=[CH:29][CH:28]=[CH:27][C:26]=2[O:31][CH3:32])[CH:5]=[CH:6][C:7]=1[F:8].[CH3:33][N:34](C=O)C, predict the reaction product. The product is: [F:8][C:7]1[CH:6]=[CH:5][C:4]([N:9]2[CH:13]=[C:12]([C:14]3[CH2:15][C:16]([CH3:23])([CH3:22])[O:17][C:18]([CH3:20])([CH3:21])[CH:19]=3)[N:11]=[C:10]2[C:25]2[CH:30]=[CH:29][CH:28]=[CH:27][C:26]=2[O:31][CH3:32])=[CH:3][C:2]=1[C:33]#[N:34].